Dataset: NCI-60 drug combinations with 297,098 pairs across 59 cell lines. Task: Regression. Given two drug SMILES strings and cell line genomic features, predict the synergy score measuring deviation from expected non-interaction effect. Drug 1: CCN(CC)CCNC(=O)C1=C(NC(=C1C)C=C2C3=C(C=CC(=C3)F)NC2=O)C. Drug 2: COCCOC1=C(C=C2C(=C1)C(=NC=N2)NC3=CC=CC(=C3)C#C)OCCOC.Cl. Cell line: SK-OV-3. Synergy scores: CSS=7.04, Synergy_ZIP=-1.96, Synergy_Bliss=3.04, Synergy_Loewe=-3.56, Synergy_HSA=-1.83.